Dataset: CYP2D6 inhibition data for predicting drug metabolism from PubChem BioAssay. Task: Regression/Classification. Given a drug SMILES string, predict its absorption, distribution, metabolism, or excretion properties. Task type varies by dataset: regression for continuous measurements (e.g., permeability, clearance, half-life) or binary classification for categorical outcomes (e.g., BBB penetration, CYP inhibition). Dataset: cyp2d6_veith. (1) The compound is CC(C)CCN1C(=O)c2ccc(-c3nc4ccccc4c(=O)o3)cc2C1=O. The result is 0 (non-inhibitor). (2) The compound is Cc1nc(NC(=O)c2ccco2)sc1-c1csc(Nc2ccc(Cl)cc2Cl)n1. The result is 0 (non-inhibitor). (3) The compound is Brc1ccc(-c2csc(N3CCc4ccccc4C3)n2)cc1. The result is 1 (inhibitor). (4) The compound is CNc1cc(-c2ccccc2C(F)(F)F)ncn1. The result is 0 (non-inhibitor). (5) The drug is CN1CCN(c2ncc3nc(-c4cc(F)cc(F)c4)c(=O)n(C4CC4)c3n2)CC1. The result is 0 (non-inhibitor).